From a dataset of Forward reaction prediction with 1.9M reactions from USPTO patents (1976-2016). Predict the product of the given reaction. The product is: [OH:8][CH:9]1[CH2:10][CH2:11][N:12]([C:15]2[CH:16]=[N:17][C:18]3[C:23]([CH:24]=2)=[CH:22][C:21]([S:25][C:26]2[N:30]4[CH:31]=[C:32]([C:35](=[O:37])[CH3:36])[CH:33]=[CH:34][C:29]4=[N:28][N:27]=2)=[CH:20][CH:19]=3)[CH2:13][CH2:14]1. Given the reactants [Si]([O:8][CH:9]1[CH2:14][CH2:13][N:12]([C:15]2[CH:16]=[N:17][C:18]3[C:23]([CH:24]=2)=[CH:22][C:21]([S:25][C:26]2[N:30]4[CH:31]=[C:32]([C:35]([O:37]CC)=[CH2:36])[CH:33]=[CH:34][C:29]4=[N:28][N:27]=2)=[CH:20][CH:19]=3)[CH2:11][CH2:10]1)(C(C)(C)C)(C)C.Cl, predict the reaction product.